Dataset: Forward reaction prediction with 1.9M reactions from USPTO patents (1976-2016). Task: Predict the product of the given reaction. (1) Given the reactants ClC1C(C2C=CC=CC=2)=NN=C2N(CCI)N=C(C3C=CC=CC=3)C=12.[Cl:26][C:27]1[C:32]([C:33]2[CH:38]=[CH:37][CH:36]=[CH:35][CH:34]=2)=[N:31][N:30]=[C:29]2[N:39]([CH2:48][CH2:49][N:50]3[CH2:55][CH2:54][N:53]([CH3:56])[CH2:52][CH2:51]3)[N:40]=[C:41]([C:42]3[CH:47]=[CH:46][CH:45]=[CH:44][CH:43]=3)[C:28]=12.Cl.N1CCNCC1=[O:64].C(N(C(C)C)CC)(C)C, predict the reaction product. The product is: [Cl:26][C:27]1[C:32]([C:33]2[CH:38]=[CH:37][CH:36]=[CH:35][CH:34]=2)=[N:31][N:30]=[C:29]2[N:39]([CH2:48][CH2:49][N:50]3[CH2:51][CH2:52][N:53]([CH3:56])[C:54](=[O:64])[CH2:55]3)[N:40]=[C:41]([C:42]3[CH:47]=[CH:46][CH:45]=[CH:44][CH:43]=3)[C:28]=12. (2) Given the reactants [C:1]([N:5]1[CH2:10][CH2:9][N:8]([CH2:11][CH:12]2[CH2:17][CH2:16][NH:15][CH2:14][CH2:13]2)[CH2:7][CH2:6]1)([CH3:4])([CH3:3])[CH3:2].[C:18]1([CH:24]([C:29]2[CH:34]=[CH:33][CH:32]=[CH:31][CH:30]=2)[CH2:25][C:26](O)=[O:27])[CH:23]=[CH:22][CH:21]=[CH:20][CH:19]=1.CCN=C=NCCCN(C)C.Cl, predict the reaction product. The product is: [C:1]([N:5]1[CH2:6][CH2:7][N:8]([CH2:11][CH:12]2[CH2:17][CH2:16][N:15]([C:26](=[O:27])[CH2:25][CH:24]([C:18]3[CH:23]=[CH:22][CH:21]=[CH:20][CH:19]=3)[C:29]3[CH:34]=[CH:33][CH:32]=[CH:31][CH:30]=3)[CH2:14][CH2:13]2)[CH2:9][CH2:10]1)([CH3:4])([CH3:2])[CH3:3].